The task is: Predict the reaction yield, written as a fraction of the theoretical maximum amount of product (1.0 means a 100% yield; for example, 0.34 means a 34% yield).. This data is from Reaction yield outcomes from USPTO patents with 853,638 reactions. (1) The reactants are C[O:2][C:3]1[C:8]2OC3[C:15]([C:7]=2[CH:6]=[CH:5][CH:4]=1)=[CH:14][CH:13]=[CH:12]N=3.Cl.[NH+:17]1C=CC=CC=1. The catalyst is O. The product is [CH3:12][C:13]1[CH:14]=[CH:15][C:7]2[C:8](=[C:3]([OH:2])[CH:4]=[CH:5][CH:6]=2)[N:17]=1. The yield is 0.850. (2) The reactants are [CH2:1]([C:3]1[NH:7][N:6]=[C:5]([NH2:8])[CH:4]=1)[CH3:2].Br[C:10]1[C:11](=[O:18])[N:12]([CH3:17])[CH:13]=[C:14]([Br:16])[CH:15]=1.C(=O)([O-])[O-].[Cs+].[Cs+].CC1(C)C2C(=C(P(C3C=CC=CC=3)C3C=CC=CC=3)C=CC=2)OC2C(P(C3C=CC=CC=3)C3C=CC=CC=3)=CC=CC1=2. The catalyst is C1C=CC(/C=C/C(/C=C/C2C=CC=CC=2)=O)=CC=1.C1C=CC(/C=C/C(/C=C/C2C=CC=CC=2)=O)=CC=1.C1C=CC(/C=C/C(/C=C/C2C=CC=CC=2)=O)=CC=1.[Pd].[Pd].O1CCOCC1. The product is [Br:16][C:14]1[CH:15]=[C:10]([NH:8][C:5]2[CH:4]=[C:3]([CH2:1][CH3:2])[NH:7][N:6]=2)[C:11](=[O:18])[N:12]([CH3:17])[CH:13]=1. The yield is 0.430. (3) The reactants are [Br:1][C:2]1[CH:7]=[CH:6][C:5](I)=[C:4]([O:9][C:10]([F:13])([F:12])[F:11])[CH:3]=1.[Li]CCCC.CCCCCC.[CH:25](N1CCOCC1)=[O:26]. The catalyst is C1COCC1. The product is [Br:1][C:2]1[CH:7]=[CH:6][C:5]([CH:25]=[O:26])=[C:4]([O:9][C:10]([F:13])([F:12])[F:11])[CH:3]=1. The yield is 0.770.